From a dataset of Catalyst prediction with 721,799 reactions and 888 catalyst types from USPTO. Predict which catalyst facilitates the given reaction. (1) The catalyst class is: 8. Reactant: [CH3:1][O:2][CH2:3][CH2:4][C:5]1[CH:15]=[CH:14][C:8]([O:9][CH2:10][CH:11]2[CH2:13][O:12]2)=[CH:7][CH:6]=1.[C:16]([O:20][C:21]([N:23]1[CH2:28][CH2:27][CH:26]([NH2:29])[CH2:25][CH2:24]1)=[O:22])([CH3:19])([CH3:18])[CH3:17]. Product: [C:16]([O:20][C:21]([N:23]1[CH2:28][CH2:27][CH:26]([NH:29][CH2:13][CH:11]([OH:12])[CH2:10][O:9][C:8]2[CH:14]=[CH:15][C:5]([CH2:4][CH2:3][O:2][CH3:1])=[CH:6][CH:7]=2)[CH2:25][CH2:24]1)=[O:22])([CH3:19])([CH3:17])[CH3:18]. (2) Reactant: [OH:1][CH2:2][CH2:3][CH2:4][O:5][C:6]1[C:11]([CH3:12])=[CH:10][C:9]([CH2:13][CH2:14][C:15]([C:17]2[S:18][C:19]([CH3:28])=[C:20]3[CH2:25][C:24]([CH3:27])([CH3:26])[CH2:23][CH2:22][C:21]=23)=[O:16])=[CH:8][C:7]=1[CH3:29].CCN(C(C)C)C(C)C.[CH3:39][S:40](Cl)(=[O:42])=[O:41]. Product: [CH3:12][C:11]1[CH:10]=[C:9]([CH2:13][CH2:14][C:15](=[O:16])[C:17]2[S:18][C:19]([CH3:28])=[C:20]3[CH2:25][C:24]([CH3:27])([CH3:26])[CH2:23][CH2:22][C:21]=23)[CH:8]=[C:7]([CH3:29])[C:6]=1[O:5][CH2:4][CH2:3][CH2:2][O:1][S:40]([CH3:39])(=[O:42])=[O:41]. The catalyst class is: 2. (3) Reactant: [F:1][C:2]([F:31])([F:30])[C@H:3]1[CH2:8][CH2:7][C@H:6]([NH:9][C:10](=[O:29])[C:11]2[CH:16]=[C:15]([N+:17]([O-])=O)[C:14]([NH:20][CH3:21])=[N:13][C:12]=2[N:22]2[CH2:27][CH2:26][CH:25]([F:28])[CH2:24][CH2:23]2)[CH2:5][CH2:4]1. Product: [F:31][C:2]([F:1])([F:30])[C@H:3]1[CH2:8][CH2:7][C@H:6]([NH:9][C:10](=[O:29])[C:11]2[CH:16]=[C:15]([NH2:17])[C:14]([NH:20][CH3:21])=[N:13][C:12]=2[N:22]2[CH2:27][CH2:26][CH:25]([F:28])[CH2:24][CH2:23]2)[CH2:5][CH2:4]1. The catalyst class is: 354. (4) Reactant: [C:1]([C:4]1[N:12]2[C:7]([C:8]3([CH2:21][CH2:20][N:19](C(OC(C)(C)C)=O)[CH2:18][CH2:17]3)[O:9][C:10]3[CH:16]=[CH:15][CH:14]=[CH:13][C:11]=32)=[CH:6][CH:5]=1)(=[O:3])[CH3:2].[ClH:29].O1CCOCC1. Product: [ClH:29].[C:4]1([C:1](=[O:3])[CH3:2])[N:12]2[C:7]([C:8]3([CH2:17][CH2:18][NH:19][CH2:20][CH2:21]3)[O:9][C:10]3[CH:16]=[CH:15][CH:14]=[CH:13][C:11]=32)=[CH:6][CH:5]=1. The catalyst class is: 2. (5) Reactant: [Cl:1][C:2]1[CH:10]=[CH:9][CH:8]=[C:7]2[C:3]=1[C:4]([C:16]([OH:18])=O)=[CH:5][N:6]2[CH:11]1[CH2:15][CH2:14][O:13][CH2:12]1.[CH:19]1([CH2:25][NH2:26])[CH2:24][CH2:23][CH2:22][CH2:21][CH2:20]1.C(Cl)CCl.N1(O)C2C=CC=CC=2N=N1.C(N(C(C)C)C(C)C)C. Product: [Cl:1][C:2]1[CH:10]=[CH:9][CH:8]=[C:7]2[C:3]=1[C:4]([C:16]([NH:26][CH2:25][CH:19]1[CH2:24][CH2:23][CH2:22][CH2:21][CH2:20]1)=[O:18])=[CH:5][N:6]2[CH:11]1[CH2:15][CH2:14][O:13][CH2:12]1. The catalyst class is: 9. (6) The catalyst class is: 92. Product: [C:1]([C:3]1[CH:8]=[CH:7][N:6]=[C:5]([O:9][C:10]2[CH:11]=[C:12]([CH3:26])[C:13]3[CH:17]([CH2:18][C:19]([OH:21])=[O:20])[O:16][B:15]([OH:24])[C:14]=3[CH:25]=2)[CH:4]=1)#[N:2]. Reactant: [C:1]([C:3]1[CH:8]=[CH:7][N:6]=[C:5]([O:9][C:10]2[CH:11]=[C:12]([CH3:26])[C:13]3[CH:17]([CH2:18][C:19]([O:21]CC)=[O:20])[O:16][B:15]([OH:24])[C:14]=3[CH:25]=2)[CH:4]=1)#[N:2].[OH-].[Na+]. (7) Reactant: [NH:1]1[C:9]2[C:4](=[N:5][CH:6]=[CH:7][CH:8]=2)[CH:3]=[CH:2]1.[CH3:10][C:11]([O:14][C:15](O[C:15]([O:14][C:11]([CH3:13])([CH3:12])[CH3:10])=[O:16])=[O:16])([CH3:13])[CH3:12]. Product: [N:1]1([C:15]([O:14][C:11]([CH3:13])([CH3:12])[CH3:10])=[O:16])[C:9]2[C:4](=[N:5][CH:6]=[CH:7][CH:8]=2)[CH:3]=[CH:2]1. The catalyst class is: 79.